This data is from Reaction yield outcomes from USPTO patents with 853,638 reactions. The task is: Predict the reaction yield, written as a fraction of the theoretical maximum amount of product (1.0 means a 100% yield; for example, 0.34 means a 34% yield). (1) The reactants are [C:1]1([CH2:7][CH2:8][CH2:9][C:10]([NH:12][CH2:13][CH2:14][C:15]([OH:17])=O)=[O:11])[CH:6]=[CH:5][CH:4]=[CH:3][CH:2]=1.Cl.Cl.[CH2:20]([O:22][C:23](=[O:32])[CH:24]([NH2:31])[CH2:25][C:26]1[NH:27][CH:28]=[N:29][CH:30]=1)[CH3:21].CCN(CC)CC.CN(C(ON1N=NC2C=CC=CC1=2)=[N+](C)C)C.F[P-](F)(F)(F)(F)F. The catalyst is C(Cl)Cl. The product is [CH2:20]([O:22][C:23](=[O:32])[CH:24]([NH:31][C:15](=[O:17])[CH2:14][CH2:13][NH:12][C:10](=[O:11])[CH2:9][CH2:8][CH2:7][C:1]1[CH:2]=[CH:3][CH:4]=[CH:5][CH:6]=1)[CH2:25][C:26]1[NH:27][CH:28]=[N:29][CH:30]=1)[CH3:21]. The yield is 0.310. (2) The reactants are C=C[CH2:3][CH:4]([C:8]1[CH:16]=[CH:15][C:11]2[O:12][CH2:13][O:14][C:10]=2[CH:9]=1)[CH2:5][CH:6]=[CH2:7]. The catalyst is C(Cl)Cl.Cl[Ru](=CC1C=CC=CC=1)([P](C1CCCCC1)(C1CCCCC1)C1CCCCC1)([P](C1CCCCC1)(C1CCCCC1)C1CCCCC1)Cl. The product is [CH:4]1([C:8]2[CH:16]=[CH:15][C:11]3[O:12][CH2:13][O:14][C:10]=3[CH:9]=2)[CH2:3][CH:7]=[CH:6][CH2:5]1. The yield is 0.320. (3) The reactants are [Cl:1][C:2]1[C:3]([O:29]C)=[C:4]2[C:9](=[CH:10][CH:11]=1)[CH:8]([NH:12][C:13]1[CH:21]=[CH:20][CH:19]=[C:18]3[C:14]=1[CH:15]=[N:16][NH:17]3)[C:7]([C:23]([F:26])([F:25])[F:24])([OH:22])[CH2:6][C:5]2([CH3:28])[CH3:27].B(Br)(Br)Br. The catalyst is ClCCl. The product is [Cl:1][C:2]1[CH:11]=[CH:10][C:9]2[CH:8]([NH:12][C:13]3[CH:21]=[CH:20][CH:19]=[C:18]4[C:14]=3[CH:15]=[N:16][NH:17]4)[C:7]([C:23]([F:25])([F:26])[F:24])([OH:22])[CH2:6][C:5]([CH3:27])([CH3:28])[C:4]=2[C:3]=1[OH:29]. The yield is 0.415. (4) The reactants are [CH3:1][N:2]1[C:6]([CH2:7][S:8][C:9]2[N:14]=[C:13]([OH:15])[CH:12]=[C:11]([CH3:16])[N:10]=2)=[CH:5][N:4]=[C:3]1[CH3:17].[ClH:18].O1CCOCC1. The catalyst is CO. The product is [ClH:18].[CH3:1][N:2]1[C:6]([CH2:7][S:8][C:9]2[N:14]=[C:13]([OH:15])[CH:12]=[C:11]([CH3:16])[N:10]=2)=[CH:5][N:4]=[C:3]1[CH3:17]. The yield is 0.920. (5) The reactants are [S:1](Cl)([C:4]1[CH:10]=[CH:9][C:7]([CH3:8])=[CH:6][CH:5]=1)(=[O:3])=[O:2].Cl.[CH2:13]([O:15][C:16](=[O:19])[CH2:17][NH2:18])[CH3:14].N1C=CC=CC=1. The catalyst is ClCCl. The product is [CH2:13]([O:15][C:16](=[O:19])[CH2:17][NH:18][S:1]([C:4]1[CH:10]=[CH:9][C:7]([CH3:8])=[CH:6][CH:5]=1)(=[O:3])=[O:2])[CH3:14]. The yield is 0.960. (6) The reactants are [H-].[Na+].[C:3]([O:11][CH2:12][CH3:13])(=[O:10])[CH2:4][C:5]([O:7][CH2:8][CH3:9])=[O:6].Cl[C:15]1[N:24]=[C:23]2[C:18]([C:19]([NH:25][C:26]3[CH:31]=[C:30]([CH3:32])[CH:29]=[CH:28][C:27]=3[S:33][C:34]3[CH:39]=[CH:38][C:37]([NH:40][C:41](=[O:43])[CH3:42])=[CH:36][CH:35]=3)=[CH:20][CH:21]=[N:22]2)=[CH:17][CH:16]=1. The catalyst is C1COCC1. The product is [CH2:12]([O:11][C:3](=[O:10])[CH:4]([C:15]1[CH:16]=[CH:17][C:18]2[C:23](=[N:22][CH:21]=[CH:20][C:19]=2[NH:25][C:26]2[CH:31]=[C:30]([CH3:32])[CH:29]=[CH:28][C:27]=2[S:33][C:34]2[CH:39]=[CH:38][C:37]([NH:40][C:41](=[O:43])[CH3:42])=[CH:36][CH:35]=2)[N:24]=1)[C:5]([O:7][CH2:8][CH3:9])=[O:6])[CH3:13]. The yield is 0.840.